From a dataset of HIV replication inhibition screening data with 41,000+ compounds from the AIDS Antiviral Screen. Binary Classification. Given a drug SMILES string, predict its activity (active/inactive) in a high-throughput screening assay against a specified biological target. (1) The compound is CC12CCC3c4cc(OCC(F)(F)F)c(O)cc4C(=O)CC3C1CCC2O. The result is 0 (inactive). (2) The drug is Brc1ccc(-c2c[nH]c3nc4nc5ccccc5c-4nn23)cc1. The result is 0 (inactive).